Dataset: Peptide-MHC class I binding affinity with 185,985 pairs from IEDB/IMGT. Task: Regression. Given a peptide amino acid sequence and an MHC pseudo amino acid sequence, predict their binding affinity value. This is MHC class I binding data. (1) The peptide sequence is EVTPEYIKDL. The MHC is HLA-A02:02 with pseudo-sequence HLA-A02:02. The binding affinity (normalized) is 0.323. (2) The binding affinity (normalized) is 0. The MHC is HLA-A01:01 with pseudo-sequence HLA-A01:01. The peptide sequence is SNIDFKIKK. (3) The peptide sequence is RQFPTGFEF. The MHC is Mamu-B3901 with pseudo-sequence Mamu-B3901. The binding affinity (normalized) is 0.505. (4) The peptide sequence is SPVIVNGAM. The MHC is HLA-B15:09 with pseudo-sequence HLA-B15:09. The binding affinity (normalized) is 0.230. (5) The peptide sequence is NPANKEESI. The MHC is HLA-A24:03 with pseudo-sequence HLA-A24:03. The binding affinity (normalized) is 0.0847.